This data is from Full USPTO retrosynthesis dataset with 1.9M reactions from patents (1976-2016). The task is: Predict the reactants needed to synthesize the given product. (1) Given the product [Cl:1][C:2]1[CH:3]=[CH:4][C:5]([C:8]2[C:12]([CH2:13][O:14][C:15]3[CH:23]=[CH:22][C:18]([C:19]([NH:29][CH:28]([CH3:31])[CH3:27])=[O:21])=[CH:17][N:16]=3)=[C:11]([CH3:24])[O:10][N:9]=2)=[CH:6][CH:7]=1, predict the reactants needed to synthesize it. The reactants are: [Cl:1][C:2]1[CH:7]=[CH:6][C:5]([C:8]2[C:12]([CH2:13][O:14][C:15]3[CH:23]=[CH:22][C:18]([C:19]([OH:21])=O)=[CH:17][N:16]=3)=[C:11]([CH3:24])[O:10][N:9]=2)=[CH:4][CH:3]=1.CC1O[N:29]=[C:28]([C:31]2C=CC=CC=2)[C:27]=1COC1C=CC(C(O)=O)=CN=1.C(N)(C)C. (2) Given the product [CH3:16][C:13]([C:11]1[S:12][C:8]([C:6]2[CH:5]=[CH:4][N:3]=[CH:2][N:7]=2)=[C:9]([C:17]2[C:18]([F:35])=[C:19]([NH:23][S:24]([C:27]3[CH:32]=[C:31]([F:33])[CH:30]=[CH:29][C:28]=3[F:34])(=[O:25])=[O:26])[CH:20]=[CH:21][CH:22]=2)[N:10]=1)([CH3:14])[CH3:15], predict the reactants needed to synthesize it. The reactants are: Cl[C:2]1[N:7]=[C:6]([C:8]2[S:12][C:11]([C:13]([CH3:16])([CH3:15])[CH3:14])=[N:10][C:9]=2[C:17]2[C:18]([F:35])=[C:19]([NH:23][S:24]([C:27]3[CH:32]=[C:31]([F:33])[CH:30]=[CH:29][C:28]=3[F:34])(=[O:26])=[O:25])[CH:20]=[CH:21][CH:22]=2)[CH:5]=[CH:4][N:3]=1. (3) Given the product [Cl:50][C:41]1[CH:40]=[C:39]([NH:38][C:8](=[O:10])[CH2:7][CH2:6][C@@H:5]([C:11]([OH:13])=[O:12])[NH2:4])[CH:44]=[C:43]([S:45]([OH:48])(=[O:47])=[O:46])[C:42]=1[CH3:49], predict the reactants needed to synthesize it. The reactants are: C(Cl)Cl.[NH:4](C(OC(C)(C)C)=O)[C@H:5]([C:11]([O:13]C(C)(C)C)=[O:12])[CH2:6][CH2:7][C:8](=[O:10])O.Cl.C1N=CN(C(N2C=NC=C2)=O)C=1.[NH2:38][C:39]1[CH:40]=[C:41]([Cl:50])[C:42]([CH3:49])=[C:43]([S:45]([OH:48])(=[O:47])=[O:46])[CH:44]=1. (4) Given the product [Cl:8][C:9]1[CH:10]=[CH:11][C:12]([S:15][C:16]2[N:20]([CH3:21])[CH:19]=[N:18][C:17]=2[C:22]2[CH:23]=[CH:24][C:25]([C@H:28]3[CH2:30][C@@H:29]3[C:31]3[N:32]=[N:33][N:34]([CH3:2])[N:35]=3)=[CH:26][CH:27]=2)=[N:13][CH:14]=1, predict the reactants needed to synthesize it. The reactants are: F[C:2](F)(F)C([O-])=O.[Cl:8][C:9]1[CH:10]=[CH:11][C:12]([S:15][C:16]2[N:20]([CH3:21])[CH:19]=[NH+:18][C:17]=2[C:22]2[CH:27]=[CH:26][C:25]([C@H:28]3[CH2:30][C@@H:29]3[C:31]3[N:32]=[N:33][NH:34][N:35]=3)=[CH:24][CH:23]=2)=[N:13][CH:14]=1.C(=O)([O-])[O-].[K+].[K+]. (5) Given the product [Cl:2][C:3]1[CH:4]=[C:5]([C:9]2[C:18]3[C:13](=[CH:14][CH:15]=[C:16]([C:19]([Cl:38])([C:27]4[CH:32]=[CH:31][C:30]([Cl:33])=[CH:29][CH:28]=4)[C:20]4[N:24]([CH3:25])[CH:23]=[N:22][CH:21]=4)[CH:17]=3)[N:12]([CH3:34])[C:11](=[O:35])[CH:10]=2)[CH:6]=[CH:7][CH:8]=1, predict the reactants needed to synthesize it. The reactants are: Cl.[Cl:2][C:3]1[CH:4]=[C:5]([C:9]2[C:18]3[C:13](=[CH:14][CH:15]=[C:16]([C:19]([C:27]4[CH:32]=[CH:31][C:30]([Cl:33])=[CH:29][CH:28]=4)(O)[C:20]4[N:24]([CH3:25])[CH:23]=[N:22][CH:21]=4)[CH:17]=3)[N:12]([CH3:34])[C:11](=[O:35])[CH:10]=2)[CH:6]=[CH:7][CH:8]=1.S(Cl)([Cl:38])=O. (6) Given the product [C:24]([C:22](=[CH2:23])[C:21]([NH:20][CH2:19][CH2:18][O:17][C:15]1[CH:14]=[CH:13][CH:12]=[C:11]([NH:10][C:4]2[C:5](=[O:9])[N:6]([CH3:8])[CH:7]=[C:2]([C:37]3[CH:36]=[C:35]([F:47])[CH:34]=[C:33]([N:48]4[C:60](=[O:61])[C:59]5[S:58][C:57]6[CH2:56][CH2:55][CH2:54][CH2:53][C:52]=6[C:51]=5[CH:50]=[N:49]4)[C:32]=3[CH2:31][O:30][C:27](=[O:29])[CH3:28])[CH:3]=2)[N:16]=1)=[O:26])#[N:25], predict the reactants needed to synthesize it. The reactants are: Br[C:2]1[CH:3]=[C:4]([NH:10][C:11]2[N:16]=[C:15]([O:17][CH2:18][CH2:19][NH:20][C:21](=[O:26])[C:22]([C:24]#[N:25])=[CH2:23])[CH:14]=[CH:13][CH:12]=2)[C:5](=[O:9])[N:6]([CH3:8])[CH:7]=1.[C:27]([O:30][CH2:31][C:32]1[C:37](B2OC(C)(C)C(C)(C)O2)=[CH:36][C:35]([F:47])=[CH:34][C:33]=1[N:48]1[C:60](=[O:61])[C:59]2[S:58][C:57]3[CH2:56][CH2:55][CH2:54][CH2:53][C:52]=3[C:51]=2[CH:50]=[N:49]1)(=[O:29])[CH3:28].[F-].[K+]. (7) Given the product [Cl:1][C:2]1[C:3]([CH3:12])=[C:4]([S:8]([N:13]2[CH2:18][CH2:17][CH2:16][C@H:15]([NH:19][C:20](=[O:26])[O:21][C:22]([CH3:24])([CH3:23])[CH3:25])[CH2:14]2)(=[O:10])=[O:9])[CH:5]=[CH:6][CH:7]=1, predict the reactants needed to synthesize it. The reactants are: [Cl:1][C:2]1[C:3]([CH3:12])=[C:4]([S:8](Cl)(=[O:10])=[O:9])[CH:5]=[CH:6][CH:7]=1.[NH:13]1[CH2:18][CH2:17][CH2:16][C@H:15]([NH:19][C:20](=[O:26])[O:21][C:22]([CH3:25])([CH3:24])[CH3:23])[CH2:14]1. (8) Given the product [CH2:8]([N:5]1[CH2:6][CH2:7][C:2]2([NH:1][C:25](=[O:27])[O:16][CH2:15]2)[CH2:3][CH2:4]1)[C:9]1[CH:14]=[CH:13][CH:12]=[CH:11][CH:10]=1, predict the reactants needed to synthesize it. The reactants are: [NH2:1][C:2]1([CH2:15][OH:16])[CH2:7][CH2:6][N:5]([CH2:8][C:9]2[CH:14]=[CH:13][CH:12]=[CH:11][CH:10]=2)[CH2:4][CH2:3]1.C(NC(C)C)(C)C.Cl[C:25](Cl)([O:27]C(=O)OC(Cl)(Cl)Cl)Cl.[NH4+].[OH-].